Dataset: Catalyst prediction with 721,799 reactions and 888 catalyst types from USPTO. Task: Predict which catalyst facilitates the given reaction. (1) Reactant: [Br:1][C:2]1[CH:3]=[C:4]([NH:10][C:11]2[N:16]=[CH:15][C:14]([N:17]3[CH2:22][CH2:21][N:20](C(OC(C)(C)C)=O)[C@H:19]([CH3:30])[CH2:18]3)=[CH:13][CH:12]=2)[C:5](=[O:9])[N:6]([CH3:8])[CH:7]=1.FC(F)(F)C(O)=O.[OH-].[Na+]. Product: [Br:1][C:2]1[CH:3]=[C:4]([NH:10][C:11]2[CH:12]=[CH:13][C:14]([N:17]3[CH2:22][CH2:21][NH:20][C@H:19]([CH3:30])[CH2:18]3)=[CH:15][N:16]=2)[C:5](=[O:9])[N:6]([CH3:8])[CH:7]=1. The catalyst class is: 4. (2) Reactant: Br[C:2]1[O:6][C:5](C(O)=O)=[CH:4][CH:3]=1.[B-](F)(F)(F)F.[B-](F)(F)(F)F.C1[N+]2(CCl)CC[N+]([F:30])(CC2)C1.C([O-])(O)=O.[Na+].[Li]CCCC.C(O[B:45]1[O:49][C:48]([CH3:51])([CH3:50])[C:47]([CH3:53])([CH3:52])[O:46]1)(C)C. Product: [F:30][C:5]1[O:6][C:2]([B:45]2[O:49][C:48]([CH3:51])([CH3:50])[C:47]([CH3:53])([CH3:52])[O:46]2)=[CH:3][CH:4]=1. The catalyst class is: 605. (3) Reactant: [F:1][C:2]([F:15])([F:14])[S:3]([O:6]S(C(F)(F)F)(=O)=O)(=[O:5])=[O:4].O[C:17]1[C:25]2[N:24]=[C:23]3[C:26]4([N:48]([C:51]([O:53][C:54]([CH3:57])([CH3:56])[CH3:55])=[O:52])[C:49](=[O:50])[N:22]3[C:21]=2[CH:20]=[CH:19][CH:18]=1)[CH2:31][CH2:30][N:29]([C:32]1[C:37]2[CH:38]=[CH:39][N:40]([C:41]([O:43][C:44]([CH3:47])([CH3:46])[CH3:45])=[O:42])[C:36]=2[N:35]=[CH:34][N:33]=1)[CH2:28][CH2:27]4.C(N(C(C)C)C(C)C)C. Product: [CH3:47][C:44]([O:43][C:41]([N:40]1[C:36]2[N:35]=[CH:34][N:33]=[C:32]([N:29]3[CH2:28][CH2:27][C:26]4([C:23]5=[N:24][C:25]6[C:17]([O:6][S:3]([C:2]([F:15])([F:14])[F:1])(=[O:5])=[O:4])=[CH:18][CH:19]=[CH:20][C:21]=6[N:22]5[C:49](=[O:50])[N:48]4[C:51]([O:53][C:54]([CH3:57])([CH3:56])[CH3:55])=[O:52])[CH2:31][CH2:30]3)[C:37]=2[CH:38]=[CH:39]1)=[O:42])([CH3:45])[CH3:46]. The catalyst class is: 2. (4) Reactant: OC([C:5]1([OH:26])[C:21]2([CH3:22])[CH:8]([CH:9]3[CH:18]([CH:19]([OH:23])[CH2:20]2)[C:17]2([CH3:24])[C:12](=[CH:13][C:14](=[O:25])[CH2:15][CH2:16]2)[CH2:11][CH2:10]3)[CH2:7][CH2:6]1)CO.I([O-])(=O)(=O)=O.[Na+]. Product: [OH:23][CH:19]1[CH:18]2[CH:9]([CH2:10][CH2:11][C:12]3[C:17]2([CH3:24])[CH2:16][CH2:15][C:14](=[O:25])[CH:13]=3)[CH:8]2[C:21]([CH3:22])([C:5](=[O:26])[CH2:6][CH2:7]2)[CH2:20]1. The catalyst class is: 87. (5) Reactant: [CH:1]1([OH:7])[CH2:5][CH2:4][CH:3]([OH:6])[CH2:2]1.N1C=CN=C1.[Si:13](Cl)([C:16]([CH3:19])([CH3:18])[CH3:17])([CH3:15])[CH3:14]. Product: [C:16]([Si:13]([CH3:15])([CH3:14])[O:6][C@H:3]1[CH2:4][CH2:5][C@H:1]([OH:7])[CH2:2]1)([CH3:19])([CH3:18])[CH3:17].[C:16]([Si:13]([CH3:15])([CH3:14])[O:6][C@@H:3]1[CH2:4][CH2:5][C@H:1]([OH:7])[CH2:2]1)([CH3:19])([CH3:18])[CH3:17]. The catalyst class is: 7.